Task: Predict the reactants needed to synthesize the given product.. Dataset: Full USPTO retrosynthesis dataset with 1.9M reactions from patents (1976-2016) (1) Given the product [O:2]=[C:3]1[NH:8][CH:7]=[C:6]([CH2:9][C:10]2[CH:11]=[CH:12][C:13]([NH:16][C:17]([NH:19][C:20]3[CH:25]=[CH:24][C:23]([CH3:26])=[CH:22][CH:21]=3)=[O:18])=[CH:14][CH:15]=2)[CH:5]=[CH:4]1, predict the reactants needed to synthesize it. The reactants are: C[O:2][C:3]1[N:8]=[CH:7][C:6]([CH2:9][C:10]2[CH:15]=[CH:14][C:13]([NH:16][C:17]([NH:19][C:20]3[CH:25]=[CH:24][C:23]([CH3:26])=[CH:22][CH:21]=3)=[O:18])=[CH:12][CH:11]=2)=[CH:5][CH:4]=1.C(Cl)Cl.O.C([O-])(O)=O.[Na+]. (2) Given the product [C:35]([O:39][C:40](=[O:50])[NH:41][C:42]1[CH:47]=[CH:46][C:45]([CH2:48][NH:49][C:53]([NH:1][C:2]2[CH:7]=[CH:6][C:5]([C:8]3[CH:24]=[CH:23][C:11]([C:12](=[O:13])[NH:14][CH2:15][CH2:16][N:17]4[CH2:22][CH2:21][CH2:20][CH2:19][CH2:18]4)=[C:10]([NH:25][CH2:26][CH3:27])[N:9]=3)=[CH:4][CH:3]=2)=[O:54])=[CH:44][N:43]=1)([CH3:38])([CH3:36])[CH3:37], predict the reactants needed to synthesize it. The reactants are: [NH2:1][C:2]1[CH:7]=[CH:6][C:5]([C:8]2[CH:24]=[CH:23][C:11]([C:12]([NH:14][CH2:15][CH2:16][N:17]3[CH2:22][CH2:21][CH2:20][CH2:19][CH2:18]3)=[O:13])=[C:10]([NH:25][CH2:26][CH3:27])[N:9]=2)=[CH:4][CH:3]=1.C(N(CC)CC)C.[C:35]([O:39][C:40](=[O:50])[NH:41][C:42]1[CH:47]=[CH:46][C:45]([CH2:48][NH2:49])=[CH:44][N:43]=1)([CH3:38])([CH3:37])[CH3:36].C1C[O:54][CH2:53]C1. (3) Given the product [Cl:1][C:2]1[C:3]([C:17]([Cl:23])=[O:19])=[N:4][O:5][C:6]=1[C:7]1[CH:12]=[CH:11][C:10]([C:13]([F:16])([F:15])[F:14])=[CH:9][CH:8]=1, predict the reactants needed to synthesize it. The reactants are: [Cl:1][C:2]1[C:3]([C:17]([OH:19])=O)=[N:4][O:5][C:6]=1[C:7]1[CH:12]=[CH:11][C:10]([C:13]([F:16])([F:15])[F:14])=[CH:9][CH:8]=1.C(Cl)(=O)C([Cl:23])=O.ClCCl. (4) The reactants are: [Cl:1][C:2]1[C:11]2[C:6](=[CH:7][C:8]([O:12][CH3:13])=[CH:9][CH:10]=2)[CH:5]=[CH:4][C:3]=1[OH:14].[F:15][C:16]([F:29])([F:28])[S:17](O[S:17]([C:16]([F:29])([F:28])[F:15])(=[O:19])=[O:18])(=[O:19])=[O:18]. Given the product [F:15][C:16]([F:29])([F:28])[S:17]([O:14][C:3]1[CH:4]=[CH:5][C:6]2[C:11](=[CH:10][CH:9]=[C:8]([O:12][CH3:13])[CH:7]=2)[C:2]=1[Cl:1])(=[O:19])=[O:18], predict the reactants needed to synthesize it. (5) Given the product [OH:5][C:6]1[CH:11]=[CH:10][C:9]([C:12](=[O:23])[C:13]2[CH:18]=[CH:17][C:16]([N+:19]([O-:21])=[O:20])=[C:15]([CH3:22])[CH:14]=2)=[CH:8][CH:7]=1, predict the reactants needed to synthesize it. The reactants are: ClCCl.C[O:5][C:6]1[CH:11]=[CH:10][C:9]([C:12](=[O:23])[C:13]2[CH:18]=[CH:17][C:16]([N+:19]([O-:21])=[O:20])=[C:15]([CH3:22])[CH:14]=2)=[CH:8][CH:7]=1.B(Br)(Br)Br.C(OCC)C. (6) The reactants are: [CH:1]1([C:6](=[O:19])[CH2:7][CH2:8][NH:9][C:10](=[O:18])[CH2:11][CH2:12][C:13]2[O:14][CH:15]=[CH:16][CH:17]=2)[CH2:5][CH2:4][CH2:3][CH2:2]1.C1(C(=O)CCC#CC2C=C(C)C(O)=CC=2C)CCCC1.[Cl:40][CH:41]([C:46]([CH3:48])=[O:47])[C:42](OC)=[O:43]. Given the product [Cl:40][CH:41]1[C:42](=[O:43])[O:19][C:6]([CH2:7][CH2:8][NH:9][C:10](=[O:18])[CH2:11][CH2:12][C:13]2[O:14][CH:15]=[CH:16][CH:17]=2)([CH:1]2[CH2:2][CH2:3][CH2:4][CH2:5]2)[CH2:48][C:46]1=[O:47], predict the reactants needed to synthesize it. (7) Given the product [C:1]([O:5][C:6]([C:9]([C:12]([O:15][CH:16]([C:18]([C:21]([O:40][CH3:39])=[O:22])([F:19])[F:20])[F:17])([F:13])[F:14])([F:11])[F:10])([F:8])[F:7])([F:4])([F:3])[F:2], predict the reactants needed to synthesize it. The reactants are: [C:1]([O:5][C:6]([C:9]([C:12]([O:15][CH:16]([C:18]([CH2:21][OH:22])([F:20])[F:19])[F:17])([F:14])[F:13])([F:11])[F:10])([F:8])[F:7])([F:4])([F:3])[F:2].S(=O)(=O)(O)O.[O-][Mn](=O)(=O)=O.[K+].S(=O)(O)[O-].[Na+].[CH3:39][OH:40]. (8) Given the product [NH2:65][S:62]([C:57]1[CH:58]=[CH:59][CH:60]=[CH:61][C:56]=1[NH:55][C:25]([C:10]1[C:9](=[O:30])[N:8]([CH2:1][C:2]2[CH:7]=[CH:6][CH:5]=[CH:4][CH:3]=2)[C:17]2[C:12]([C:11]=1[OH:24])=[CH:13][C:14]([C:18]1[CH:23]=[CH:22][CH:21]=[CH:20][CH:19]=1)=[CH:15][N:16]=2)=[O:26])(=[O:63])=[O:64], predict the reactants needed to synthesize it. The reactants are: [CH2:1]([N:8]1[C:17]2[C:12](=[CH:13][C:14]([C:18]3[CH:23]=[CH:22][CH:21]=[CH:20][CH:19]=3)=[CH:15][N:16]=2)[C:11]([OH:24])=[C:10]([C:25](OCC)=[O:26])[C:9]1=[O:30])[C:2]1[CH:7]=[CH:6][CH:5]=[CH:4][CH:3]=1.C(N1C2C(=CC=CN=2)C(O)=C(C(OCC)=O)C1=O)C1C=CC=CC=1.[NH2:55][C:56]1[CH:61]=[CH:60][CH:59]=[CH:58][C:57]=1[S:62]([NH2:65])(=[O:64])=[O:63].NC1C=CC(Br)=CC=1S(N)(=O)=O. (9) Given the product [O:1]=[C:2]([CH2:40][CH2:41][O:42][CH2:43][CH2:44][O:45][CH2:46][CH2:47][O:48][CH2:49][CH2:50][O:51][CH2:52][CH2:53][NH:54][C:55](=[O:69])[CH2:56][CH2:57][CH2:58][CH2:59][CH:60]1[CH:67]2[CH:63]([NH:64][C:65](=[O:68])[NH:66]2)[CH2:62][S:61]1)[NH:3][CH2:4][CH2:5][CH2:6][O:7][C:8]1[CH:39]=[CH:38][C:11]([C:12]([C:14]2[CH:19]=[CH:18][C:17]([NH:20][CH2:21][CH2:22][O:23][CH2:24][CH2:25][O:26][CH2:27][CH2:28][O:29][CH2:30][CH2:31][O:32][CH2:33][CH2:34][C:35]([O:37][N:71]3[C:75](=[O:76])[CH2:74][CH2:73][C:72]3=[O:77])=[O:36])=[CH:16][CH:15]=2)=[O:13])=[CH:10][CH:9]=1, predict the reactants needed to synthesize it. The reactants are: [O:1]=[C:2]([CH2:40][CH2:41][O:42][CH2:43][CH2:44][O:45][CH2:46][CH2:47][O:48][CH2:49][CH2:50][O:51][CH2:52][CH2:53][NH:54][C:55](=[O:69])[CH2:56][CH2:57][CH2:58][CH2:59][CH:60]1[CH:67]2[CH:63]([NH:64][C:65](=[O:68])[NH:66]2)[CH2:62][S:61]1)[NH:3][CH2:4][CH2:5][CH2:6][O:7][C:8]1[CH:39]=[CH:38][C:11]([C:12]([C:14]2[CH:19]=[CH:18][C:17]([NH:20][CH2:21][CH2:22][O:23][CH2:24][CH2:25][O:26][CH2:27][CH2:28][O:29][CH2:30][CH2:31][O:32][CH2:33][CH2:34][C:35]([OH:37])=[O:36])=[CH:16][CH:15]=2)=[O:13])=[CH:10][CH:9]=1.O[N:71]1[C:75](=[O:76])[CH2:74][CH2:73][C:72]1=[O:77].C(Cl)CCl. (10) Given the product [O-:3][P:2]([O-:5])([O-:4])=[O:1].[O-:3][P:2]([O-:5])([O-:4])=[O:1].[Ca+2:6].[Ca+2:6].[Ca+2:6], predict the reactants needed to synthesize it. The reactants are: [OH:1][P:2]([O-:5])([O-:4])=[O:3].[Ca+2:6].C(=O)([O-])[O-].[Ca+2].